From a dataset of Catalyst prediction with 721,799 reactions and 888 catalyst types from USPTO. Predict which catalyst facilitates the given reaction. (1) Reactant: [S:1]([Cl:5])(=O)(=[O:3])[OH:2].[S:6]1[CH:10]=[CH:9][N:8]2[CH:11]=[N:12][CH:13]=[C:7]12.O. Product: [Cl:5][S:1]([C:13]1[N:12]=[CH:11][N:8]2[CH:9]=[CH:10][S:6][C:7]=12)(=[O:3])=[O:2]. The catalyst class is: 53. (2) Reactant: [Se:1]1[CH:5]=[CH:4][CH:3]=[CH:2]1.[Li]CCCC.[CH2:11]([CH:14]1[CH2:19][CH2:18][CH:17]([CH:20]2[CH2:25][CH2:24][C:23](=[O:26])[CH2:22][CH2:21]2)[CH2:16][CH2:15]1)[CH2:12][CH3:13].[Cl-].[NH4+].Cl. Product: [CH2:11]([CH:14]1[CH2:19][CH2:18][CH:17]([CH:20]2[CH2:21][CH2:22][C:23]([C:2]3[Se:1][CH:5]=[CH:4][CH:3]=3)([OH:26])[CH2:24][CH2:25]2)[CH2:16][CH2:15]1)[CH2:12][CH3:13]. The catalyst class is: 27. (3) Reactant: C(OC([N:8]1[CH2:13][CH2:12][CH:11]([O:14][C:15]2[N:20]=[CH:19][C:18]([C:21]3[CH:26]=[CH:25][C:24]([C:27]#[N:28])=[CH:23][CH:22]=3)=[CH:17][N:16]=2)[CH2:10][CH2:9]1)=O)(C)(C)C.FC(F)(F)C(O)=O. Product: [NH:8]1[CH2:9][CH2:10][CH:11]([O:14][C:15]2[N:16]=[CH:17][C:18]([C:21]3[CH:26]=[CH:25][C:24]([C:27]#[N:28])=[CH:23][CH:22]=3)=[CH:19][N:20]=2)[CH2:12][CH2:13]1. The catalyst class is: 2. (4) Reactant: [CH3:1][O:2][C:3]1[CH:4]=[C:5]([C:9]2([CH2:15][NH:16][C:17]([NH:19][C:20]3[C:25]([CH:26]([CH3:28])[CH3:27])=[CH:24][CH:23]=[CH:22][C:21]=3[CH:29]([CH3:31])[CH3:30])=[O:18])[CH2:14][CH2:13][NH:12][CH2:11][CH2:10]2)[CH:6]=[CH:7][CH:8]=1.C=O.[C:34]([BH3-])#N.[Na+].O. The catalyst class is: 5. Product: [CH3:34][N:12]1[CH2:11][CH2:10][C:9]([CH2:15][NH:16][C:17]([NH:19][C:20]2[C:21]([CH:29]([CH3:31])[CH3:30])=[CH:22][CH:23]=[CH:24][C:25]=2[CH:26]([CH3:27])[CH3:28])=[O:18])([C:5]2[CH:6]=[CH:7][CH:8]=[C:3]([O:2][CH3:1])[CH:4]=2)[CH2:14][CH2:13]1. (5) Reactant: C1C=C[NH+]=CC=1.[O-][Cr](Cl)(=O)=O.[OH:12][CH2:13][C:14]1([C:20]([O:22][CH2:23][CH3:24])=[O:21])[CH2:19][CH2:18][CH2:17][CH2:16][O:15]1. Product: [CH:13]([C:14]1([C:20]([O:22][CH2:23][CH3:24])=[O:21])[CH2:19][CH2:18][CH2:17][CH2:16][O:15]1)=[O:12]. The catalyst class is: 2. (6) Reactant: [N+:1]([C:4]1[CH:9]=[CH:8][C:7](NCC)=[CH:6][CH:5]=1)([O-:3])=[O:2].[C:13]([OH:23])(=O)[C@@H:14]([C:16]1[CH:21]=[CH:20][CH:19]=[CH:18][CH:17]=1)[OH:15].C(=O)([O-])[O-].[K+].[K+].OC1C2N=N[NH:36][C:35]=2[CH:34]=CC=1.Cl.CN(C)CCCN=C=NCC. Product: [OH:15][C@H:14]([C:16]1[CH:17]=[CH:18][CH:19]=[CH:20][CH:21]=1)[C:13]([NH:36][CH2:35][CH2:34][C:7]1[CH:6]=[CH:5][C:4]([N+:1]([O-:3])=[O:2])=[CH:9][CH:8]=1)=[O:23]. The catalyst class is: 145. (7) Reactant: [C:1]([O:5][C:6](=[O:22])[NH:7][CH2:8][CH2:9][N:10]1[CH2:15][CH2:14][CH:13]([CH2:16][CH2:17][CH2:18][C:19](=O)[NH2:20])[CH2:12][CH2:11]1)([CH3:4])([CH3:3])[CH3:2].CC(C[AlH]CC(C)C)C. Product: [C:1]([O:5][C:6](=[O:22])[NH:7][CH2:8][CH2:9][N:10]1[CH2:11][CH2:12][CH:13]([CH2:16][CH2:17][CH2:18][CH2:19][NH2:20])[CH2:14][CH2:15]1)([CH3:4])([CH3:2])[CH3:3]. The catalyst class is: 4. (8) Reactant: [N:1]1([CH2:6][CH2:7][N:8]2[CH:12]=[C:11]([NH:13][C:14]3[N:19]=[C:18]([NH:20][C:21]4[CH:26]=[CH:25][C:24]([O:27][CH2:28][CH3:29])=[CH:23][CH:22]=4)[C:17]([N+:30]([O-])=O)=[CH:16][N:15]=3)[CH:10]=[N:9]2)[CH:5]=[CH:4][CH:3]=[N:2]1. Product: [N:1]1([CH2:6][CH2:7][N:8]2[CH:12]=[C:11]([NH:13][C:14]3[N:19]=[C:18]([NH:20][C:21]4[CH:26]=[CH:25][C:24]([O:27][CH2:28][CH3:29])=[CH:23][CH:22]=4)[C:17]([NH2:30])=[CH:16][N:15]=3)[CH:10]=[N:9]2)[CH:5]=[CH:4][CH:3]=[N:2]1. The catalyst class is: 19.